Dataset: Forward reaction prediction with 1.9M reactions from USPTO patents (1976-2016). Task: Predict the product of the given reaction. (1) Given the reactants [OH-].[Na+].[CH:3]12[CH2:12][CH:7]3[CH2:8][CH:9]([CH2:11][CH:5]([CH2:6]3)[CH:4]1[NH:13][C:14]([C:16]1[CH:17]=[N:18][N:19]([C:25]3[CH:35]=[CH:34][C:28]([C:29]([O:31]CC)=[O:30])=[CH:27][C:26]=3[CH3:36])[C:20]=1[C:21]([CH3:24])([CH3:23])[CH3:22])=[O:15])[CH2:10]2, predict the reaction product. The product is: [CH:3]12[CH2:10][CH:9]3[CH2:8][CH:7]([CH2:6][CH:5]([CH2:11]3)[CH:4]1[NH:13][C:14]([C:16]1[CH:17]=[N:18][N:19]([C:25]3[CH:35]=[CH:34][C:28]([C:29]([OH:31])=[O:30])=[CH:27][C:26]=3[CH3:36])[C:20]=1[C:21]([CH3:23])([CH3:24])[CH3:22])=[O:15])[CH2:12]2. (2) Given the reactants [C:1]1([CH2:7][CH2:8][CH2:9][CH:10]([NH:20][C:21]([CH:23]2[CH2:28][CH2:27][NH:26][CH2:25][CH2:24]2)=[O:22])[CH2:11][CH2:12][CH2:13][C:14]2[CH:19]=[CH:18][CH:17]=[CH:16][CH:15]=2)[CH:6]=[CH:5][CH:4]=[CH:3][CH:2]=1.[C:29](O)(=[O:33])[CH2:30][CH:31]=[CH2:32].C(N(CC)C(C)C)(C)C.C1CN([P+](ON2N=NC3C=CC=CC2=3)(N2CCCC2)N2CCCC2)CC1.F[P-](F)(F)(F)(F)F, predict the reaction product. The product is: [C:1]1([CH2:7][CH2:8][CH2:9][CH:10]([NH:20][C:21]([CH:23]2[CH2:28][CH2:27][N:26]([C:29](=[O:33])[CH2:30][CH:31]=[CH2:32])[CH2:25][CH2:24]2)=[O:22])[CH2:11][CH2:12][CH2:13][C:14]2[CH:19]=[CH:18][CH:17]=[CH:16][CH:15]=2)[CH:6]=[CH:5][CH:4]=[CH:3][CH:2]=1. (3) Given the reactants [CH2:1](Br)[C:2]1[CH:7]=[CH:6][CH:5]=[CH:4][CH:3]=1.O.O.O.[CH2:12]([N:14]([CH2:18][CH3:19])[C:15](=[S:17])[S-:16])[CH3:13].[Na+], predict the reaction product. The product is: [CH3:13][CH2:12][N:14]([C:15]([S:17][CH2:1][C:2]1[CH:7]=[CH:6][CH:5]=[CH:4][CH:3]=1)=[S:16])[CH2:18][CH3:19].